This data is from Full USPTO retrosynthesis dataset with 1.9M reactions from patents (1976-2016). The task is: Predict the reactants needed to synthesize the given product. Given the product [OH:8][N:7]=[C:6]([Cl:16])[C:2]1[S:1][CH:5]=[CH:4][CH:3]=1, predict the reactants needed to synthesize it. The reactants are: [S:1]1[CH:5]=[CH:4][CH:3]=[C:2]1[CH:6]=[N:7][OH:8].C1C(=O)N([Cl:16])C(=O)C1.